Dataset: Full USPTO retrosynthesis dataset with 1.9M reactions from patents (1976-2016). Task: Predict the reactants needed to synthesize the given product. (1) Given the product [Cl:1][C:2]1[CH:7]=[CH:6][C:5]([S:8]([CH:11]([C:20]2[CH:25]=[C:24]([F:26])[CH:23]=[CH:22][C:21]=2[F:27])[CH:12]([CH3:19])[CH2:13][CH2:14][CH2:15][S:16]([CH3:18])(=[O:36])=[O:17])(=[O:10])=[O:9])=[CH:4][CH:3]=1, predict the reactants needed to synthesize it. The reactants are: [Cl:1][C:2]1[CH:7]=[CH:6][C:5]([S:8]([CH:11]([C:20]2[CH:25]=[C:24]([F:26])[CH:23]=[CH:22][C:21]=2[F:27])[CH:12]([CH3:19])[CH2:13][CH2:14][CH2:15][S:16]([CH3:18])=[O:17])(=[O:10])=[O:9])=[CH:4][CH:3]=1.ClC1C=CC=C(C(OO)=[O:36])C=1. (2) The reactants are: Cl[C:2]1[N:3]=[N:4][C:5]([CH3:8])=[CH:6][CH:7]=1.[CH3:9][S:10]([C:13]1[CH:18]=[CH:17][C:16](B(O)O)=[CH:15][CH:14]=1)(=[O:12])=[O:11].C(=O)([O-])[O-].[K+].[K+]. Given the product [CH3:8][C:5]1[N:4]=[N:3][C:2]([C:16]2[CH:17]=[CH:18][C:13]([S:10]([CH3:9])(=[O:12])=[O:11])=[CH:14][CH:15]=2)=[CH:7][CH:6]=1, predict the reactants needed to synthesize it. (3) The reactants are: [Cl:1][C:2]1[CH:3]=[C:4]([S:9]([NH:12][C:13]2[CH:14]=[C:15]3[C:19](=[CH:20][CH:21]=2)[NH:18][CH:17]=[CH:16]3)(=[O:11])=[O:10])[CH:5]=[C:6]([Cl:8])[CH:7]=1.CN(C1C=CC=CN=1)C.[CH2:31]([N:38]=[C:39]=[O:40])[C:32]1[CH:37]=[CH:36][CH:35]=[CH:34][CH:33]=1.Cl. Given the product [CH2:31]([NH:38][C:39]([N:18]1[C:19]2[C:15](=[CH:14][C:13]([NH:12][S:9]([C:4]3[CH:3]=[C:2]([Cl:1])[CH:7]=[C:6]([Cl:8])[CH:5]=3)(=[O:11])=[O:10])=[CH:21][CH:20]=2)[CH:16]=[CH:17]1)=[O:40])[C:32]1[CH:37]=[CH:36][CH:35]=[CH:34][CH:33]=1, predict the reactants needed to synthesize it. (4) Given the product [C:27]([O:31][C:32](=[O:50])[NH:33][CH2:34][CH2:35][N:36]([CH:37]1[CH2:38][CH2:39][N:40]([CH2:43][C:44]2[CH:45]=[CH:46][CH:47]=[CH:48][CH:49]=2)[CH2:41][CH2:42]1)[S:23]([C:20]1[CH:21]=[CH:22][C:17]([NH:16][C:12]2[N:11]=[C:10]([NH:9][C:6]3[CH:7]=[CH:8][C:3]([F:2])=[CH:4][CH:5]=3)[CH:15]=[CH:14][N:13]=2)=[CH:18][CH:19]=1)(=[O:25])=[O:24])([CH3:30])([CH3:28])[CH3:29], predict the reactants needed to synthesize it. The reactants are: Cl.[F:2][C:3]1[CH:8]=[CH:7][C:6]([NH:9][C:10]2[CH:15]=[CH:14][N:13]=[C:12]([NH:16][C:17]3[CH:22]=[CH:21][C:20]([S:23](Cl)(=[O:25])=[O:24])=[CH:19][CH:18]=3)[N:11]=2)=[CH:5][CH:4]=1.[C:27]([O:31][C:32](=[O:50])[NH:33][CH2:34][CH2:35][NH:36][CH:37]1[CH2:42][CH2:41][N:40]([CH2:43][C:44]2[CH:49]=[CH:48][CH:47]=[CH:46][CH:45]=2)[CH2:39][CH2:38]1)([CH3:30])([CH3:29])[CH3:28]. (5) Given the product [C:31]([C:18]1[N:17]=[N:16][C:15]([N:11]2[CH2:12][CH2:13][CH2:14][C@@H:9]([NH:8][C:6](=[O:7])[O:5][C:1]([CH3:3])([CH3:2])[CH3:4])[CH2:10]2)=[N:20][C:19]=1[NH:21][C:22]1[CH:23]=[CH:24][C:25]([C:26]([N:34]2[CH2:39][CH2:38][O:37][CH2:36][CH2:35]2)=[O:27])=[CH:29][CH:30]=1)(=[O:33])[NH2:32], predict the reactants needed to synthesize it. The reactants are: [C:1]([O:5][C:6]([NH:8][C@@H:9]1[CH2:14][CH2:13][CH2:12][N:11]([C:15]2[N:16]=[N:17][C:18]([C:31](=[O:33])[NH2:32])=[C:19]([NH:21][C:22]3[CH:30]=[CH:29][C:25]([C:26](O)=[O:27])=[CH:24][CH:23]=3)[N:20]=2)[CH2:10]1)=[O:7])([CH3:4])([CH3:3])[CH3:2].[NH:34]1[CH2:39][CH2:38][O:37][CH2:36][CH2:35]1.CCN(C(C)C)C(C)C.C1CN([P+](ON2N=NC3C=CC=CC2=3)(N2CCCC2)N2CCCC2)CC1.F[P-](F)(F)(F)(F)F.